This data is from Forward reaction prediction with 1.9M reactions from USPTO patents (1976-2016). The task is: Predict the product of the given reaction. (1) Given the reactants [NH2:1][C:2]1[CH:7]=[CH:6][N:5]=[CH:4][C:3]=1[C:8]([O:10][CH3:11])=[O:9].C([C:16]1[CH:24]=[CH:23][C:19]([C:20](Cl)=[O:21])=[C:18]([O:25][CH:26]2[CH2:31][CH2:30][N:29]([C:32]([O:34][C:35]([CH3:38])([CH3:37])[CH3:36])=[O:33])[CH2:28][CH2:27]2)[CH:17]=1)(C)(C)C.C(N(CC)[CH:43]([CH3:45])[CH3:44])(C)C.Cl[CH2:49]Cl, predict the reaction product. The product is: [C:43]([C:2]1([NH:1][C:20](=[O:21])[C:19]2[CH:23]=[CH:24][CH:16]=[CH:17][C:18]=2[O:25][CH:26]2[CH2:27][CH2:28][N:29]([C:32]([O:34][C:35]([CH3:36])([CH3:37])[CH3:38])=[O:33])[CH2:30][CH2:31]2)[CH:7]=[CH:6][N:5]=[CH:4][CH:3]1[C:8]([O:10][CH3:11])=[O:9])([CH3:45])([CH3:49])[CH3:44]. (2) Given the reactants [O:1]=[C:2]1[CH2:10][C:9]2[C:4](=[CH:5][CH:6]=[C:7]([C:11](OCC)=[O:12])[CH:8]=2)[NH:3]1.CC(C[AlH]CC(C)C)C.[OH-].[Na+].[O-]S([O-])(=O)=O.[Mg+2], predict the reaction product. The product is: [OH:12][CH2:11][C:7]1[CH:8]=[C:9]2[C:4](=[CH:5][CH:6]=1)[NH:3][C:2](=[O:1])[CH2:10]2. (3) The product is: [CH3:12][N:11]([CH3:13])[S:8]([C:7]1[C:2]([C:20]2[CH:21]=[CH:22][C:17]([C:14]([OH:16])=[O:15])=[CH:18][CH:19]=2)=[N:3][CH:4]=[CH:5][CH:6]=1)(=[O:10])=[O:9]. Given the reactants Cl[C:2]1[C:7]([S:8]([N:11]([CH3:13])[CH3:12])(=[O:10])=[O:9])=[CH:6][CH:5]=[CH:4][N:3]=1.[C:14]([C:17]1[CH:22]=[CH:21][C:20](B(O)O)=[CH:19][CH:18]=1)([OH:16])=[O:15].C([O-])([O-])=O.[Na+].[Na+], predict the reaction product. (4) Given the reactants [NH2:1][C@H:2]([C:11]([OH:13])=[O:12])[CH2:3][C:4]1[CH:9]=[CH:8][C:7]([OH:10])=[CH:6][CH:5]=1.CO.[CH2:16](Cl)[C:17]1[CH:22]=[CH:21][CH:20]=[CH:19][CH:18]=1, predict the reaction product. The product is: [NH2:1][C@@H:2]([CH2:3][C:4]1[CH:5]=[CH:6][C:7]([O:10][CH2:16][C:17]2[CH:22]=[CH:21][CH:20]=[CH:19][CH:18]=2)=[CH:8][CH:9]=1)[C:11]([OH:13])=[O:12]. (5) Given the reactants [C:1]1([CH:7]([C:36]2[CH:41]=[CH:40][CH:39]=[CH:38][CH:37]=2)[C:8]2[CH:9]=[CH:10][C:11](=[O:35])[N:12]([CH2:14][CH2:15][NH:16][C:17]([C:19]3[CH:27]=[CH:26][CH:25]=[C:24]4[C:20]=3[CH2:21][CH2:22][N:23]4C(OC(C)(C)C)=O)=[O:18])[CH:13]=2)[CH:6]=[CH:5][CH:4]=[CH:3][CH:2]=1.C(O)(C(F)(F)F)=O, predict the reaction product. The product is: [C:1]1([CH:7]([C:36]2[CH:37]=[CH:38][CH:39]=[CH:40][CH:41]=2)[C:8]2[CH:9]=[CH:10][C:11](=[O:35])[N:12]([CH2:14][CH2:15][NH:16][C:17]([C:19]3[C:20]4[CH2:21][CH2:22][NH:23][C:24]=4[CH:25]=[CH:26][CH:27]=3)=[O:18])[CH:13]=2)[CH:6]=[CH:5][CH:4]=[CH:3][CH:2]=1. (6) The product is: [CH3:1][C:2]1[CH:3]=[C:4]2[C:8](=[C:9]([C:11]([O:13][CH3:14])=[O:12])[CH:10]=1)[NH:7][CH:6]=[CH:5]2. Given the reactants [CH3:1][C:2]1[CH:3]=[C:4]2[C:8](=[C:9]([C:11]([OH:13])=[O:12])[CH:10]=1)[NH:7][CH:6]=[CH:5]2.[C:14](=O)([O-])[O-].[K+].[K+].CI.C(O)(=O)CC(CC(O)=O)(C(O)=O)O, predict the reaction product. (7) Given the reactants [CH:1]([N:4]1[CH2:9][CH2:8][NH:7][CH2:6][CH2:5]1)([CH3:3])[CH3:2].Cl[C:11]1[N:16]=[CH:15][C:14]([C:17]2[CH:24]=[CH:23][C:20]([C:21]#[N:22])=[CH:19][CH:18]=2)=[CH:13][N:12]=1, predict the reaction product. The product is: [CH:1]([N:4]1[CH2:9][CH2:8][N:7]([C:11]2[N:12]=[CH:13][C:14]([C:17]3[CH:18]=[CH:19][C:20]([C:21]#[N:22])=[CH:23][CH:24]=3)=[CH:15][N:16]=2)[CH2:6][CH2:5]1)([CH3:3])[CH3:2].